From a dataset of Catalyst prediction with 721,799 reactions and 888 catalyst types from USPTO. Predict which catalyst facilitates the given reaction. Reactant: [CH:1]1([CH:6]([C:10]2[CH:15]=[CH:14][C:13]([CH2:16][N:17]3[C:22](=[O:23])[CH2:21][O:20][C:19]([C:24]4[CH:29]=[CH:28][CH:27]=[CH:26][CH:25]=4)=[N:18]3)=[CH:12][CH:11]=2)[C:7](O)=[O:8])[CH2:5][CH2:4][CH2:3][CH2:2]1.Cl.[NH2:31][CH2:32][CH2:33][CH2:34][CH2:35][CH2:36][CH2:37][C:38]([O:40][CH3:41])=[O:39].CN(C(ON1N=NC2C=CC=NC1=2)=[N+](C)C)C.F[P-](F)(F)(F)(F)F.N1C=CC=CC=1. Product: [CH:1]1([CH:6]([C:10]2[CH:15]=[CH:14][C:13]([CH2:16][N:17]3[C:22](=[O:23])[CH2:21][O:20][C:19]([C:24]4[CH:29]=[CH:28][CH:27]=[CH:26][CH:25]=4)=[N:18]3)=[CH:12][CH:11]=2)[C:7]([NH:31][CH2:32][CH2:33][CH2:34][CH2:35][CH2:36][CH2:37][C:38]([O:40][CH3:41])=[O:39])=[O:8])[CH2:5][CH2:4][CH2:3][CH2:2]1. The catalyst class is: 3.